Dataset: Forward reaction prediction with 1.9M reactions from USPTO patents (1976-2016). Task: Predict the product of the given reaction. Given the reactants [Cl:1][C:2]1[C:3]([CH:14]=[O:15])=[CH:4][NH:5][C:6]=1[C:7]1[C:8]([F:13])=[N:9][CH:10]=[CH:11][CH:12]=1.[H-].[Na+].C1OCCOCCOCCOCCOC1.[CH3:33][S:34]([C:37]1[CH:38]=[C:39]([S:43](Cl)(=[O:45])=[O:44])[CH:40]=[CH:41][CH:42]=1)(=[O:36])=[O:35], predict the reaction product. The product is: [Cl:1][C:2]1[C:3]([CH:14]=[O:15])=[CH:4][N:5]([S:43]([C:39]2[CH:40]=[CH:41][CH:42]=[C:37]([S:34]([CH3:33])(=[O:36])=[O:35])[CH:38]=2)(=[O:45])=[O:44])[C:6]=1[C:7]1[C:8]([F:13])=[N:9][CH:10]=[CH:11][CH:12]=1.